From a dataset of hERG potassium channel inhibition data for cardiac toxicity prediction from Karim et al.. Regression/Classification. Given a drug SMILES string, predict its toxicity properties. Task type varies by dataset: regression for continuous values (e.g., LD50, hERG inhibition percentage) or binary classification for toxic/non-toxic outcomes (e.g., AMES mutagenicity, cardiotoxicity, hepatotoxicity). Dataset: herg_karim. (1) The result is 0 (non-blocker). The molecule is C[C@H](C(=O)O)c1ccc(Nc2nc(C(F)(F)F)cs2)cc1. (2) The molecule is O=C1c2c(O)ccc(O)c2C(=O)c2c(NCCNCCO)ccc(NCCNCCO)c21. The result is 1 (blocker). (3) The molecule is O=c1ccc2ncc(F)c3c2n1CC3(O)CC12CCC(NCc3c(Cl)cc4c(c3Cl)OCCO4)(CC1)CO2. The result is 0 (non-blocker). (4) The drug is O=c1cc(Cn2c(C3CCC3)nc3nccnc32)c2cccc(F)c2[nH]1. The result is 0 (non-blocker). (5) The molecule is CN1CC2CC1CN2c1ncc(-c2ccccc2)cn1. The result is 0 (non-blocker). (6) The compound is c1ccc2c3c([nH]c2c1)[C@@H](C1CCOCC1)N[C@@H](c1nc(-c2ccncc2)c[nH]1)C3. The result is 1 (blocker).